This data is from Forward reaction prediction with 1.9M reactions from USPTO patents (1976-2016). The task is: Predict the product of the given reaction. (1) Given the reactants [CH2:1]([C:5]1[N:6]=[C:7]2[CH:22]=[CH:21][CH:20]=[CH:19][N:8]2[C:9](=[O:18])[C:10]=1[C:11]1[CH:16]=[CH:15][CH:14]=[C:13](Cl)[CH:12]=1)[CH2:2][CH2:3][CH3:4].C(C1N=C2C=CC=CN2C(=O)C=1C1C=CC(Cl)=CC=1)CCC.[NH2:45][CH:46]1[CH2:50][CH2:49][N:48]([C:51]([O:53][C:54]([CH3:57])([CH3:56])[CH3:55])=[O:52])[CH2:47]1.NC1CCCN(C(OC(C)(C)C)=O)C1, predict the reaction product. The product is: [CH2:1]([C:5]1[N:6]=[C:7]2[CH:22]=[CH:21][CH:20]=[CH:19][N:8]2[C:9](=[O:18])[C:10]=1[C:11]1[CH:12]=[C:13]([NH:45][CH:46]2[CH2:50][CH2:49][N:48]([C:51]([O:53][C:54]([CH3:57])([CH3:56])[CH3:55])=[O:52])[CH2:47]2)[CH:14]=[CH:15][CH:16]=1)[CH2:2][CH2:3][CH3:4]. (2) Given the reactants [CH3:1][O:2][C:3]1[CH:12]=[C:11]2[C:6]([CH:7]=[CH:8][CH:9]=[N:10]2)=[CH:5][CH:4]=1, predict the reaction product. The product is: [CH3:1][O:2][C:3]1[CH:12]=[C:11]2[C:6]([CH2:7][CH2:8][CH2:9][NH:10]2)=[CH:5][CH:4]=1. (3) The product is: [CH3:1][O:2][C:3]([C:5]1[CH:6]=[CH:7][C:8]2[N:12]=[N:11][N:10]([CH2:13][CH2:14][CH2:15][CH2:16][N:30]3[CH2:29][CH2:28][N:27]([C:23]4[CH:24]=[CH:25][CH:26]=[C:21]([C:20]([F:33])([F:34])[F:19])[CH:22]=4)[CH2:32][CH2:31]3)[C:9]=2[CH:18]=1)=[O:4]. Given the reactants [CH3:1][O:2][C:3]([C:5]1[CH:6]=[CH:7][C:8]2[N:12]=[N:11][N:10]([CH2:13][CH2:14][CH2:15][CH2:16]Cl)[C:9]=2[CH:18]=1)=[O:4].[F:19][C:20]([F:34])([F:33])[C:21]1[CH:22]=[C:23]([N:27]2[CH2:32][CH2:31][NH:30][CH2:29][CH2:28]2)[CH:24]=[CH:25][CH:26]=1.C(N(C(C)C)CC)(C)C.[I-].[K+], predict the reaction product. (4) Given the reactants [NH2:1][C@@H:2]1[CH2:7][CH2:6][C@H:5]([NH:8][C:9](=[O:18])[C:10]2[CH:15]=[CH:14][C:13]([F:16])=[C:12]([Cl:17])[CH:11]=2)[CH2:4][CH2:3]1.Cl[C:20]1[CH:25]=[CH:24][CH:23]=[CH:22][N:21]=1.C(O)CCC.C([O-])(O)=O.[Na+], predict the reaction product. The product is: [ClH:17].[Cl:17][C:12]1[CH:11]=[C:10]([CH:15]=[CH:14][C:13]=1[F:16])[C:9]([NH:8][C@H:5]1[CH2:4][CH2:3][C@@H:2]([NH:1][C:20]2[CH:25]=[CH:24][CH:23]=[CH:22][N:21]=2)[CH2:7][CH2:6]1)=[O:18]. (5) Given the reactants [Br:1][C:2]1[CH:10]=[CH:9][CH:8]=[C:7]2[C:3]=1[CH:4]=[CH:5][NH:6]2.[H-].[Na+].CI.[C:15](OCC)(=O)C, predict the reaction product. The product is: [Br:1][C:2]1[CH:10]=[CH:9][CH:8]=[C:7]2[C:3]=1[CH:4]=[CH:5][N:6]2[CH3:15].